From a dataset of Reaction yield outcomes from USPTO patents with 853,638 reactions. Predict the reaction yield, written as a fraction of the theoretical maximum amount of product (1.0 means a 100% yield; for example, 0.34 means a 34% yield). (1) The reactants are N1C=CC=C(OCC2C=CC(C(O)=O)=C(C3C=CC=CC=3C)C=2)C=1.N1C2C=CC=CC=2C(=O)NN=1.Cl.[CH3:37][O:38][C:39](=[O:46])[C@H:40]([CH2:42][CH2:43][S:44][CH3:45])[NH2:41].Cl.CN(C)CCCN=C=NCC.C(N(CC)CC)C. The catalyst is CN(C=O)C.C(OCC)(=O)C. The product is [CH3:37][O:38][C:39](=[O:46])[C@H:40]([CH2:42][CH2:43][S:44][CH3:45])[NH2:41]. The yield is 0.320. (2) The catalyst is [C].[Pd].O1CCCC1. The yield is 0.970. The reactants are [CH3:1][O:2][CH2:3][CH2:4][CH2:5][O:6][C:7]1[CH:8]=[C:9]2[C:13](=[C:14]([N+:16]([O-])=O)[CH:15]=1)[NH:12][C:11]([C:19]([O:21][CH2:22][CH3:23])=[O:20])=[CH:10]2. The product is [NH2:16][C:14]1[CH:15]=[C:7]([O:6][CH2:5][CH2:4][CH2:3][O:2][CH3:1])[CH:8]=[C:9]2[C:13]=1[NH:12][C:11]([C:19]([O:21][CH2:22][CH3:23])=[O:20])=[CH:10]2. (3) The reactants are [OH:1][CH:2]([C:6]1[CH:11]=[CH:10][C:9]([C:12]2[N:16]=[C:15]([C:17]3[C:21]([C:22]([F:25])([F:24])[F:23])=[C:20]([C:26]4[CH:31]=[CH:30][CH:29]=[CH:28][CH:27]=4)[O:19][N:18]=3)[O:14][N:13]=2)=[CH:8][CH:7]=1)[C:3](O)=[O:4].[NH2:32][CH2:33][C:34]([CH3:37])([OH:36])[CH3:35].CN(C(ON1N=NC2C=CC=NC1=2)=[N+](C)C)C.F[P-](F)(F)(F)(F)F.CN1CCOCC1. The catalyst is CN(C=O)C. The product is [OH:1][CH:2]([C:6]1[CH:7]=[CH:8][C:9]([C:12]2[N:16]=[C:15]([C:17]3[C:21]([C:22]([F:25])([F:24])[F:23])=[C:20]([C:26]4[CH:27]=[CH:28][CH:29]=[CH:30][CH:31]=4)[O:19][N:18]=3)[O:14][N:13]=2)=[CH:10][CH:11]=1)[C:3]([NH:32][CH2:33][C:34]([OH:36])([CH3:37])[CH3:35])=[O:4]. The yield is 0.526. (4) The reactants are [NH:1]1[C:9]2[C:4](=[CH:5][CH:6]=[CH:7][CH:8]=2)[CH2:3][C:2]1=[O:10].[NH:11]1[C:15]2[CH:16]=[CH:17][C:18]([CH:20]=O)=[CH:19][C:14]=2[N:13]=[N:12]1.N1CCCCC1. The catalyst is CCO. The product is [NH:11]1[C:15]2[CH:16]=[CH:17][C:18](/[CH:20]=[C:3]3/[C:2](=[O:10])[NH:1][C:9]4[C:4]/3=[CH:5][CH:6]=[CH:7][CH:8]=4)=[CH:19][C:14]=2[N:13]=[N:12]1. The yield is 0.750. (5) The reactants are [CH3:1][C:2]1[CH:11]=[CH:10][C:5]([C:6]([O:8][CH3:9])=[O:7])=[CH:4][C:3]=1[N:12]1[C:17](=[O:18])[CH2:16][C:15](=[O:19])[N:14]=[C:13]1[CH3:20].C([O-])([O-])=O.[K+].[K+].[F:27][C:28]1[CH:35]=[C:34]([F:36])[CH:33]=[CH:32][C:29]=1[CH2:30]Br. The catalyst is CN(C=O)C.C1OCCOCCOCCOCCOCCOC1. The product is [F:27][C:28]1[CH:35]=[C:34]([F:36])[CH:33]=[CH:32][C:29]=1[CH2:30][O:19][C:15]1[N:14]=[C:13]([CH3:20])[N:12]([C:3]2[CH:4]=[C:5]([CH:10]=[CH:11][C:2]=2[CH3:1])[C:6]([O:8][CH3:9])=[O:7])[C:17](=[O:18])[CH:16]=1. The yield is 0.820. (6) The reactants are [H-].[Na+].O1CCC[CH2:4]1.[CH3:8][CH:9]([CH3:17])[CH2:10][C:11](=[O:16])[CH2:12][C:13](=[O:15])[CH3:14].IC. The catalyst is O. The product is [CH3:4][CH:12]([C:11](=[O:16])[CH2:10][CH:9]([CH3:17])[CH3:8])[C:13](=[O:15])[CH3:14]. The yield is 0.940. (7) The reactants are [Al+3].[Cl-].[Cl-].[Cl-].[Cl:5][C:6]1[S:10][C:9]2=[N:11][C:12]([Cl:14])=[CH:13][N:8]2[CH:7]=1.Cl[CH2:16][N:17]1[CH2:21][CH:20]([CH2:22][CH2:23][CH3:24])[CH2:19][C:18]1=[O:25].O. The product is [Cl:5][C:6]1[S:10][C:9]2=[N:11][C:12]([Cl:14])=[C:13]([CH2:16][N:17]3[CH2:21][CH:20]([CH2:22][CH2:23][CH3:24])[CH2:19][C:18]3=[O:25])[N:8]2[CH:7]=1. The yield is 0.740. The catalyst is O1CCOCC1.